From a dataset of Full USPTO retrosynthesis dataset with 1.9M reactions from patents (1976-2016). Predict the reactants needed to synthesize the given product. (1) Given the product [F:3][C:4]1[CH:5]=[C:6]2[C:10](=[CH:11][CH:12]=1)[N:9]([NH2:14])[CH:8]=[C:7]2[CH3:13], predict the reactants needed to synthesize it. The reactants are: [H-].[Na+].[F:3][C:4]1[CH:5]=[C:6]2[C:10](=[CH:11][CH:12]=1)[NH:9][CH:8]=[C:7]2[CH3:13].[NH2:14]OS(O)(=O)=O. (2) The reactants are: [CH3:1][C:2]1[CH:3]=[C:4]2[C:9](=[CH:10][CH:11]=1)[N:8]=[CH:7][CH:6]=[N:5]2.[Br:12]N1C(=O)CCC1=O.C(OOC(=O)C1C=CC=CC=1)(=O)C1C=CC=CC=1.ClCCl. Given the product [Br:12][CH2:1][C:2]1[CH:3]=[C:4]2[C:9](=[CH:10][CH:11]=1)[N:8]=[CH:7][CH:6]=[N:5]2, predict the reactants needed to synthesize it. (3) Given the product [Cl:40][C:24]1[C:25]([NH:27][C:28]2[CH:33]=[CH:32][CH:31]=[CH:30][C:29]=2[S:34]([N:37]([CH3:39])[CH3:38])(=[O:36])=[O:35])=[N:26][C:21]([NH:1][C:2]2[C:3]([O:18][CH3:19])=[CH:4][C:5]3[CH2:11][N:10]([CH2:12][CH3:13])[CH2:9][C:8](=[O:14])[N:7]([CH2:15][CH3:16])[C:6]=3[CH:17]=2)=[N:22][CH:23]=1, predict the reactants needed to synthesize it. The reactants are: [NH2:1][C:2]1[C:3]([O:18][CH3:19])=[CH:4][C:5]2[CH2:11][N:10]([CH2:12][CH3:13])[CH2:9][C:8](=[O:14])[N:7]([CH2:15][CH3:16])[C:6]=2[CH:17]=1.Cl[C:21]1[N:26]=[C:25]([NH:27][C:28]2[CH:33]=[CH:32][CH:31]=[CH:30][C:29]=2[S:34]([N:37]([CH3:39])[CH3:38])(=[O:36])=[O:35])[C:24]([Cl:40])=[CH:23][N:22]=1. (4) The reactants are: [CH2:1]([NH:3][NH2:4])[CH3:2].[C:5](OCC)(=[O:10])[CH2:6][C:7]([CH3:9])=O. Given the product [CH2:1]([N:3]1[C:5](=[O:10])[CH2:6][C:7]([CH3:9])=[N:4]1)[CH3:2], predict the reactants needed to synthesize it. (5) Given the product [CH3:19][C:15]1[CH:16]=[CH:17][C:18]([NH:10][C:3]2[C:2]([Cl:1])=[CH:7][C:6]([CH3:8])=[CH:5][C:4]=2[Cl:9])=[C:13]([CH2:12][C:11]([OH:20])=[O:23])[CH:14]=1, predict the reactants needed to synthesize it. The reactants are: [Cl:1][C:2]1[CH:7]=[C:6]([CH3:8])[CH:5]=[C:4]([Cl:9])[C:3]=1[N:10]1[C:18]2[C:13](=[CH:14][C:15]([CH3:19])=[CH:16][CH:17]=2)[CH2:12][C:11]1=[O:20].C([OH:23])C.[OH-].[Na+].Cl. (6) Given the product [CH:21]([N:20]1[C:16]([C:14]2[N:15]=[C:5]3[C:4]4[CH:3]=[CH:2][N:12]=[CH:11][C:10]=4[O:9][CH2:8][CH2:7][N:6]3[CH:13]=2)=[N:17][CH:18]=[N:19]1)([CH3:23])[CH3:22], predict the reactants needed to synthesize it. The reactants are: Cl[C:2]1[N:12]=[CH:11][C:10]2[O:9][CH2:8][CH2:7][N:6]3[CH:13]=[C:14]([C:16]4[N:20]([CH:21]([CH3:23])[CH3:22])[N:19]=[CH:18][N:17]=4)[N:15]=[C:5]3[C:4]=2[CH:3]=1.C(#N)C.O.C([O-])(=O)C.[K+].FC1C=CC(B(O)O)=CN=1.